This data is from Reaction yield outcomes from USPTO patents with 853,638 reactions. The task is: Predict the reaction yield, written as a fraction of the theoretical maximum amount of product (1.0 means a 100% yield; for example, 0.34 means a 34% yield). (1) The reactants are [H-].[Na+].[CH3:3][S:4][C:5]1[CH:6]=[N:7][NH:8][CH:9]=1.Br[CH2:11][C:12]#[N:13].[Cl-].[NH4+]. The catalyst is O1CCCC1. The product is [CH3:3][S:4][C:5]1[CH:6]=[N:7][N:8]([CH2:11][C:12]#[N:13])[CH:9]=1. The yield is 0.725. (2) The reactants are [C:1]([CH2:3][C:4]([O:6][CH3:7])=[O:5])#[N:2].C(N(C(C)C)CC)(C)C.Br[CH:18]([CH3:28])[C:19]([C:21]1[CH:26]=[CH:25][CH:24]=[CH:23][C:22]=1[F:27])=[O:20]. The catalyst is O1CCCC1. The product is [C:1]([CH:3]([CH:18]([CH3:28])[C:19]([C:21]1[CH:26]=[CH:25][CH:24]=[CH:23][C:22]=1[F:27])=[O:20])[C:4]([O:6][CH3:7])=[O:5])#[N:2]. The yield is 0.800. (3) The product is [I:13][C:10]1[CH:11]=[C:12]2[C:7]([CH2:6][CH2:5][NH:4]2)=[CH:8][CH:9]=1. The yield is 0.640. The catalyst is O. The reactants are C([N:4]1[C:12]2[C:7](=[CH:8][CH:9]=[C:10]([I:13])[CH:11]=2)[CH2:6][CH2:5]1)(=O)C.[OH-].[Na+].CCO. (4) The reactants are ClC(Cl)C(O)=O.N[C:8]1[N:9]([C:28]2[C:37]3[C:32](=[CH:33][CH:34]=[CH:35][CH:36]=3)[C:31]([CH:38]3[CH2:40][CH2:39]3)=[CH:30][CH:29]=2)[C:10]([S:13][CH2:14][C:15]([NH:17][C:18]2[CH:26]=[CH:25][C:21]([C:22]([OH:24])=[O:23])=[CH:20][C:19]=2[Cl:27])=[O:16])=[N:11][N:12]=1.N([O-])=O.[Na+].[Br:45]CBr. The catalyst is [Br-].C([N+](CC)(CC)CC)C1C=CC=CC=1. The product is [Br:45][C:8]1[N:9]([C:28]2[C:37]3[C:32](=[CH:33][CH:34]=[CH:35][CH:36]=3)[C:31]([CH:38]3[CH2:40][CH2:39]3)=[CH:30][CH:29]=2)[C:10]([S:13][CH2:14][C:15]([NH:17][C:18]2[CH:26]=[CH:25][C:21]([C:22]([OH:24])=[O:23])=[CH:20][C:19]=2[Cl:27])=[O:16])=[N:11][N:12]=1. The yield is 0.340.